This data is from M1 muscarinic receptor antagonist screen with 61,756 compounds. The task is: Binary Classification. Given a drug SMILES string, predict its activity (active/inactive) in a high-throughput screening assay against a specified biological target. (1) The molecule is S(=O)(=O)(N1CCOCC1)c1ccc(c2n3CCN=c3sc2)cc1. The result is 0 (inactive). (2) The drug is O=C(NCC(N(C)C)c1cccnc1)c1c(OC)cccc1. The result is 0 (inactive). (3) The molecule is s1c2n(nc1COc1ccc(OC)cc1)c(nn2)c1occc1. The result is 0 (inactive). (4) The compound is O1CCN(CC1)Cc1cc(cc(OCC)c1)C(=O)C. The result is 0 (inactive). (5) The molecule is O1CCN(Cc2n(c3c(n2)n(c(=O)[nH]c3=O)C)CC(OC)=O)CC1. The result is 0 (inactive).